The task is: Predict the product of the given reaction.. This data is from Forward reaction prediction with 1.9M reactions from USPTO patents (1976-2016). (1) Given the reactants [Cl-].O[NH3+:3].[C:4](=[O:7])([O-])[OH:5].[Na+].CS(C)=O.[CH2:13]([C:17]1[N:21]([CH2:22][C:23]2[CH:28]=[CH:27][C:26]([C:29]3[C:30]([C:35]#[N:36])=[CH:31][CH:32]=[CH:33][CH:34]=3)=[CH:25][CH:24]=2)[C:20](=[O:37])[N:19]([C:38]2[CH:39]=[CH:40][C:41]3[O:45][C:44]([CH3:47])([CH3:46])[CH2:43][C:42]=3[CH:48]=2)[N:18]=1)[CH2:14][CH2:15][CH3:16], predict the reaction product. The product is: [CH2:13]([C:17]1[N:21]([CH2:22][C:23]2[CH:24]=[CH:25][C:26]([C:29]3[CH:34]=[CH:33][CH:32]=[CH:31][C:30]=3[C:35]3[NH:3][C:4](=[O:7])[O:5][N:36]=3)=[CH:27][CH:28]=2)[C:20](=[O:37])[N:19]([C:38]2[CH:39]=[CH:40][C:41]3[O:45][C:44]([CH3:47])([CH3:46])[CH2:43][C:42]=3[CH:48]=2)[N:18]=1)[CH2:14][CH2:15][CH3:16]. (2) Given the reactants Br[C:2]1[CH:3]=[C:4]2[C:8](=[CH:9][CH:10]=1)[C:7](=[O:11])[O:6][CH2:5]2.[C:12]([O:16][C:17]([N:19]1[CH:23]=[CH:22][CH:21]=[C:20]1B(O)O)=[O:18])([CH3:15])([CH3:14])[CH3:13], predict the reaction product. The product is: [O:11]=[C:7]1[C:8]2[C:4](=[CH:3][C:2]([C:20]3[N:19]([C:17]([O:16][C:12]([CH3:15])([CH3:14])[CH3:13])=[O:18])[CH:23]=[CH:22][CH:21]=3)=[CH:10][CH:9]=2)[CH2:5][O:6]1.